This data is from Catalyst prediction with 721,799 reactions and 888 catalyst types from USPTO. The task is: Predict which catalyst facilitates the given reaction. (1) Reactant: [ClH:1].C(OCC)(=O)C.[CH3:8][O:9][C:10]1[CH:15]=[CH:14][C:13]([CH2:16][CH2:17][CH2:18][N:19]2[CH2:24][CH2:23][CH2:22][CH2:21][C@@H:20]2[CH2:25][N:26]2[C:32]3[CH:33]=[CH:34][CH:35]=[CH:36][C:31]=3[CH2:30][O:29][C:28]3[CH:37]=[CH:38][CH:39]=[CH:40][C:27]2=3)=[CH:12][CH:11]=1. Product: [ClH:1].[CH3:8][O:9][C:10]1[CH:15]=[CH:14][C:13]([CH2:16][CH2:17][CH2:18][N:19]2[CH2:24][CH2:23][CH2:22][CH2:21][C@@H:20]2[CH2:25][N:26]2[C:32]3[CH:33]=[CH:34][CH:35]=[CH:36][C:31]=3[CH2:30][O:29][C:28]3[CH:37]=[CH:38][CH:39]=[CH:40][C:27]2=3)=[CH:12][CH:11]=1. The catalyst class is: 4. (2) The catalyst class is: 6. Reactant: CO.[CH:3]1([NH:13][C:14]2[CH:20]=[CH:19][C:18]([C:21]3[O:22][C:23]4[CH:29]=[CH:28][CH:27]=[CH:26][C:24]=4[N:25]=3)=[CH:17][C:15]=2[NH2:16])[C:12]2[C:7](=[CH:8][CH:9]=[CH:10][CH:11]=2)[CH2:6][CH2:5][CH2:4]1.Cl.[C:31](=N)(OC)[CH3:32]. Product: [O:22]1[C:23]2[CH:29]=[CH:28][CH:27]=[CH:26][C:24]=2[N:25]=[C:21]1[C:18]1[CH:19]=[CH:20][C:14]2[N:13]([CH:3]3[C:12]4[C:7](=[CH:8][CH:9]=[CH:10][CH:11]=4)[CH2:6][CH2:5][CH2:4]3)[C:31]([CH3:32])=[N:16][C:15]=2[CH:17]=1. (3) Reactant: Cl[C:2]1[N:7]=[C:6]([NH:8][C:9]2[CH:14]=[CH:13][CH:12]=[CH:11][C:10]=2[S:15]([CH:18]([CH3:20])[CH3:19])(=[O:17])=[O:16])[C:5]([CH3:21])=[CH:4][N:3]=1.[CH3:22][P:23]([C:26]1[CH:32]=[CH:31][C:29]([NH2:30])=[C:28]([O:33][CH3:34])[CH:27]=1)([CH3:25])=[O:24].Cl. Product: [CH3:25][P:23]([C:26]1[CH:32]=[CH:31][C:29]([NH:30][C:2]2[N:7]=[C:6]([NH:8][C:9]3[CH:14]=[CH:13][CH:12]=[CH:11][C:10]=3[S:15]([CH:18]([CH3:20])[CH3:19])(=[O:17])=[O:16])[C:5]([CH3:21])=[CH:4][N:3]=2)=[C:28]([O:33][CH3:34])[CH:27]=1)([CH3:22])=[O:24]. The catalyst class is: 141. (4) Reactant: [Br:1][C:2]1[CH:3]=[C:4]([CH:8]=[C:9]([F:12])[C:10]=1[F:11])[C:5]([OH:7])=O.[NH:13]1[CH2:18][CH2:17][CH2:16][CH2:15][CH2:14]1.CN(C(ON1N=NC2C=CC=NC1=2)=[N+](C)C)C.F[P-](F)(F)(F)(F)F.CCN(C(C)C)C(C)C.C([O-])(O)=O.[Na+]. Product: [Br:1][C:2]1[CH:3]=[C:4]([C:5]([N:13]2[CH2:18][CH2:17][CH2:16][CH2:15][CH2:14]2)=[O:7])[CH:8]=[C:9]([F:12])[C:10]=1[F:11]. The catalyst class is: 31.